From a dataset of Catalyst prediction with 721,799 reactions and 888 catalyst types from USPTO. Predict which catalyst facilitates the given reaction. Reactant: [F:1][C:2]1[CH:3]=[C:4]([CH:24]=[C:25]([N:27]2[CH2:32][CH2:31][CH:30]([CH3:33])[CH2:29][CH2:28]2)[CH:26]=1)[C:5]([NH:7][C:8]1[C:17]2[C:12](=[CH:13][CH:14]=[CH:15][CH:16]=2)[C:11]([O:18][CH2:19][C:20]([NH:22][NH2:23])=O)=[CH:10][CH:9]=1)=[O:6].[CH2:34]([N:36]=[C:37]=[O:38])[CH3:35]. Product: [CH2:34]([N:36]1[C:37](=[O:38])[NH:23][N:22]=[C:20]1[CH2:19][O:18][C:11]1[C:12]2[C:17](=[CH:16][CH:15]=[CH:14][CH:13]=2)[C:8]([NH:7][C:5](=[O:6])[C:4]2[CH:24]=[C:25]([N:27]3[CH2:32][CH2:31][CH:30]([CH3:33])[CH2:29][CH2:28]3)[CH:26]=[C:2]([F:1])[CH:3]=2)=[CH:9][CH:10]=1)[CH3:35]. The catalyst class is: 7.